Dataset: Catalyst prediction with 721,799 reactions and 888 catalyst types from USPTO. Task: Predict which catalyst facilitates the given reaction. (1) Reactant: [CH:1]1([C:4]2[NH:5][N:6]([C:10]3[CH:15]=[CH:14][CH:13]=[CH:12][CH:11]=3)[C:7](=[O:9])[CH:8]=2)[CH2:3][CH2:2]1.[F:16][C:17]([F:25])([F:24])[C:18](=[O:23])[C:19]([O:21][CH3:22])=[O:20]. Product: [CH3:22][O:21][C:19](=[O:20])[C:18]([OH:23])([C:17]([F:25])([F:24])[F:16])[C:8]1[C:7](=[O:9])[N:6]([C:10]2[CH:15]=[CH:14][CH:13]=[CH:12][CH:11]=2)[NH:5][C:4]=1[CH:1]1[CH2:3][CH2:2]1. The catalyst class is: 22. (2) Reactant: [CH:1]([C:4]1[C:9](=[O:10])[NH:8][C:7](=[O:11])[NH:6][C:5]=1[C:12]([C:14]1[CH:15]=[C:16]([CH:19]=[C:20]([CH3:22])[CH:21]=1)[C:17]#[N:18])=[O:13])([CH3:3])[CH3:2].C(=O)([O-])[O-].[K+].[K+].[I-].[Li+].[CH2:31](Cl)[CH:32]=[CH:33][CH3:34]. Product: [CH2:31]([N:6]1[C:5]([C:12]([C:14]2[CH:15]=[C:16]([CH:19]=[C:20]([CH3:22])[CH:21]=2)[C:17]#[N:18])=[O:13])=[C:4]([CH:1]([CH3:3])[CH3:2])[C:9](=[O:10])[NH:8][C:7]1=[O:11])[CH:32]=[CH:33][CH3:34]. The catalyst class is: 3. (3) Reactant: CN(C=O)C.[N+:6]([C:9]1[CH:14]=[CH:13][C:12]([C:15]2[N:16]=[C:17]3[N:21]([CH:22]=2)[C:20]2[CH:23]=[CH:24][C:25]([OH:27])=[CH:26][C:19]=2[S:18]3)=[CH:11][CH:10]=1)([O-:8])=[O:7].C(=O)([O-])[O-].[K+].[K+].Cl.Cl[CH2:36][CH2:37][N:38]1[CH2:43][CH2:42][O:41][CH2:40][CH2:39]1. Product: [N:38]1([CH2:37][CH2:36][O:27][C:25]2[CH:24]=[CH:23][C:20]3[N:21]4[CH:22]=[C:15]([C:12]5[CH:13]=[CH:14][C:9]([N+:6]([O-:8])=[O:7])=[CH:10][CH:11]=5)[N:16]=[C:17]4[S:18][C:19]=3[CH:26]=2)[CH2:43][CH2:42][O:41][CH2:40][CH2:39]1. The catalyst class is: 6. (4) Reactant: Br[C:2]1[CH:3]=[CH:4][C:5]([O:17][CH2:18][C:19]2[CH:24]=[CH:23][C:22]([F:25])=[C:21]([F:26])[CH:20]=2)=[C:6]([CH:16]=1)[C:7]([NH:9][C:10]1[CH:11]=[N:12][CH:13]=[CH:14][CH:15]=1)=[O:8].[CH3:27][N:28]1[CH:32]=[C:31](B2OC(C)(C)C(C)(C)O2)[CH:30]=[N:29]1.C(=O)([O-])[O-].[Na+].[Na+]. Product: [F:26][C:21]1[CH:20]=[C:19]([CH2:18][O:17][C:5]2[CH:4]=[CH:3][C:2]([C:31]3[CH:30]=[N:29][N:28]([CH3:27])[CH:32]=3)=[CH:16][C:6]=2[C:7]([NH:9][C:10]2[CH:11]=[N:12][CH:13]=[CH:14][CH:15]=2)=[O:8])[CH:24]=[CH:23][C:22]=1[F:25]. The catalyst class is: 57. (5) The catalyst class is: 13. Product: [OH:52][C@@:14]1([CH3:13])[CH2:16][C@H:15]1[O:17][C@H:18]1[CH2:23][CH2:22][C@H:21]([N:24]2[C:29](=[O:30])[C:28]([CH2:31][C:32]3[CH:37]=[CH:36][C:35]([C:38]4[CH:43]=[CH:42][CH:41]=[CH:40][C:39]=4[C:44]4[NH:45][C:4](=[O:7])[O:5][N:3]=4)=[CH:34][CH:33]=3)=[C:27]([CH2:46][CH2:47][CH3:48])[N:26]3[N:49]=[CH:50][CH:51]=[C:25]23)[CH2:20][CH2:19]1. Reactant: [Cl-].O[NH3+:3].[C:4](=[O:7])([O-])[OH:5].[Na+].CS(C)=O.[CH3:13][C:14]1([O:52][Si](CC)(CC)CC)[CH2:16][CH:15]1[O:17][C@H:18]1[CH2:23][CH2:22][C@H:21]([N:24]2[C:29](=[O:30])[C:28]([CH2:31][C:32]3[CH:37]=[CH:36][C:35]([C:38]4[C:39]([C:44]#[N:45])=[CH:40][CH:41]=[CH:42][CH:43]=4)=[CH:34][CH:33]=3)=[C:27]([CH2:46][CH2:47][CH3:48])[N:26]3[N:49]=[CH:50][CH:51]=[C:25]23)[CH2:20][CH2:19]1. (6) Reactant: [CH:1]([C:4]1[CH:9]=[CH:8][CH:7]=[CH:6][C:5]=1[NH:10][C:11]([NH:13]/[N:14]=[CH:15]/[C:16]1[CH:21]=[CH:20][C:19]([C:22]2[N:26]=[CH:25][N:24]([C:27]3[CH:32]=[CH:31][C:30]([O:33][C:34]([F:37])([F:36])[F:35])=[CH:29][CH:28]=3)[N:23]=2)=[CH:18][CH:17]=1)=[S:12])([CH3:3])[CH3:2].Br[CH:39]([CH3:43])[C:40](=[O:42])[CH3:41].C(N(CC)CC)C. Product: [CH:1]([C:4]1[CH:9]=[CH:8][CH:7]=[CH:6][C:5]=1[N:10]1[C:40]([CH3:41])([OH:42])[CH:39]([CH3:43])[S:12]/[C:11]/1=[N:13]/[N:14]=[CH:15]\[C:16]1[CH:17]=[CH:18][C:19]([C:22]2[N:26]=[CH:25][N:24]([C:27]3[CH:28]=[CH:29][C:30]([O:33][C:34]([F:37])([F:35])[F:36])=[CH:31][CH:32]=3)[N:23]=2)=[CH:20][CH:21]=1)([CH3:3])[CH3:2]. The catalyst class is: 131. (7) Reactant: [N:1]1[C:10]2[C:5](=[CH:6][C:7]([CH2:11][N:12]3[C:16]4=[N:17][C:18]([C:21]#[N:22])=[CH:19][N:20]=[C:15]4[N:14]=[N:13]3)=[CH:8][CH:9]=2)[CH:4]=[CH:3][CH:2]=1.O.[NH2:24][NH2:25]. Product: [N:1]1[C:10]2[C:5](=[CH:6][C:7]([CH2:11][N:12]3[C:16]4=[N:17][C:18]([C:21](=[N:24][NH2:25])[NH2:22])=[CH:19][N:20]=[C:15]4[N:14]=[N:13]3)=[CH:8][CH:9]=2)[CH:4]=[CH:3][CH:2]=1. The catalyst class is: 14. (8) Reactant: [Cl:1][C:2]1[CH:7]=[C:6]([C:8](=[O:10])[CH3:9])[CH:5]=[CH:4][N:3]=1.[BH4-].[Na+].O. Product: [Cl:1][C:2]1[CH:7]=[C:6]([CH:8]([OH:10])[CH3:9])[CH:5]=[CH:4][N:3]=1. The catalyst class is: 5. (9) Product: [ClH:33].[F:1][C:2]1[CH:7]=[CH:6][C:5]([N:8]2[C:17]3[C:12](=[CH:13][C:14]([O:18][CH:19]4[CH2:20][CH2:21][NH:22][CH2:23][CH2:24]4)=[CH:15][CH:16]=3)[CH2:11][CH2:10][C:9]2=[O:32])=[CH:4][CH:3]=1. The catalyst class is: 336. Reactant: [F:1][C:2]1[CH:7]=[CH:6][C:5]([N:8]2[C:17]3[C:12](=[CH:13][C:14]([O:18][CH:19]4[CH2:24][CH2:23][N:22](C(OC(C)(C)C)=O)[CH2:21][CH2:20]4)=[CH:15][CH:16]=3)[CH2:11][CH2:10][C:9]2=[O:32])=[CH:4][CH:3]=1.[ClH:33]. (10) Reactant: [CH2:1]([O:3][C:4]([C@@H:6]1[CH2:10][C:9](=[CH2:11])[CH2:8][C@H:7]1C(O)=O)=[O:5])C.CC[N:17]([CH2:20]C)CC.C1(P(N=[N+]=[N-])(C2C=CC=CC=2)=[O:29])C=CC=CC=1.[CH3:39][C:40]([OH:43])([CH3:42])[CH3:41]. Product: [CH3:1][O:3][C:4]([CH:6]1[CH2:10][C:9](=[CH2:11])[CH2:8][CH:7]1[NH:17][C:20]([O:43][C:40]([CH3:42])([CH3:41])[CH3:39])=[O:29])=[O:5]. The catalyst class is: 11.